Dataset: Forward reaction prediction with 1.9M reactions from USPTO patents (1976-2016). Task: Predict the product of the given reaction. (1) Given the reactants [Cl:1][C:2]1[CH:15]=[CH:14][C:5]([CH2:6][N:7]2[CH2:12][CH2:11][CH:10]([NH2:13])[CH2:9][CH2:8]2)=[CH:4][CH:3]=1.[Cl:16][C:17]1[C:18]([O:34][CH3:35])=[CH:19][C:20]([O:28][CH2:29][C@:30]2(C)[CH2:32][O:31]2)=[C:21]([NH:23][C:24](=[O:27])[CH2:25][CH3:26])[CH:22]=1.Cl([O-])(=O)(=O)=O.[Li+], predict the reaction product. The product is: [Cl:16][C:17]1[C:18]([O:34][CH3:35])=[CH:19][C:20]([O:28][CH2:29][C@@H:30]([OH:31])[CH2:32][NH:13][CH:10]2[CH2:9][CH2:8][N:7]([CH2:6][C:5]3[CH:4]=[CH:3][C:2]([Cl:1])=[CH:15][CH:14]=3)[CH2:12][CH2:11]2)=[C:21]([NH:23][C:24](=[O:27])[CH2:25][CH3:26])[CH:22]=1. (2) The product is: [Cl:18][C:5]1[C:6]([NH:8][C@@H:9]([C:12]2[CH:17]=[CH:16][CH:15]=[CH:14][CH:13]=2)[CH2:10][OH:11])=[N:7][C:2]([NH:19][C:20]2[CH:21]=[N:22][N:23]([CH2:25][C:26]([NH:28][CH3:29])=[O:27])[CH:24]=2)=[N:3][CH:4]=1. Given the reactants Cl[C:2]1[N:7]=[C:6]([NH:8][C@@H:9]([C:12]2[CH:17]=[CH:16][CH:15]=[CH:14][CH:13]=2)[CH2:10][OH:11])[C:5]([Cl:18])=[CH:4][N:3]=1.[NH2:19][C:20]1[CH:21]=[N:22][N:23]([CH2:25][C:26]([NH:28][CH3:29])=[O:27])[CH:24]=1.C(Cl)Cl.CO.C([O-])(O)=O.[Na+], predict the reaction product. (3) Given the reactants NC1CCN(C(OC(C)(C)C)=O)CC1.[N+:15]([C:18]1[C:19](Cl)=[N:20][C:21](Cl)=[N:22][C:23]=1Cl)([O-])=O.N1C=CC=NC=1.[NH2:33][NH2:34], predict the reaction product. The product is: [N:15]1[C:18]2[CH:19]=[N:20][CH:21]=[N:22][C:23]=2[NH:34][N:33]=1.